From a dataset of TCR-epitope binding with 47,182 pairs between 192 epitopes and 23,139 TCRs. Binary Classification. Given a T-cell receptor sequence (or CDR3 region) and an epitope sequence, predict whether binding occurs between them. (1) The epitope is RPRGEVRFL. The TCR CDR3 sequence is CASSFGPGELFF. Result: 0 (the TCR does not bind to the epitope). (2) The epitope is FLNGSCGSV. The TCR CDR3 sequence is CASSSSGLRSFF. Result: 1 (the TCR binds to the epitope). (3) The epitope is FADDLNQLTGY. The TCR CDR3 sequence is CASSWGGETEAFF. Result: 0 (the TCR does not bind to the epitope).